From a dataset of Forward reaction prediction with 1.9M reactions from USPTO patents (1976-2016). Predict the product of the given reaction. (1) Given the reactants [NH2:1][C:2]1[C:3]([C:14]2[O:18][C:17]([C@:19]([OH:25])([CH3:24])[C:20]([F:23])([F:22])[F:21])=[N:16][N:15]=2)=[N:4][C:5]([O:12][CH3:13])=[C:6]([C:8]([F:11])([F:10])[F:9])[CH:7]=1.[Cl:26]N1C(=O)N(Cl)C(=O)N(Cl)C1=O, predict the reaction product. The product is: [NH2:1][C:2]1[C:3]([C:14]2[O:18][C:17]([C@:19]([OH:25])([CH3:24])[C:20]([F:23])([F:22])[F:21])=[N:16][N:15]=2)=[N:4][C:5]([O:12][CH3:13])=[C:6]([C:8]([F:10])([F:9])[F:11])[C:7]=1[Cl:26]. (2) Given the reactants [C:1]1([CH:7]([CH3:9])[CH3:8])[CH:6]=[CH:5][CH:4]=[CH:3][CH:2]=1.[O-]O.C1(C(C)C)C=CC=CC=1.C1([OH:27])C=CC=CC=1, predict the reaction product. The product is: [CH3:8][C:7]([OH:27])([CH3:9])[C:1]1[CH:6]=[CH:5][CH:4]=[CH:3][CH:2]=1. (3) Given the reactants [Cl:1][C:2]1[C:3]([C:17]2[C:25]3[C:20](=[CH:21][CH:22]=[CH:23][CH:24]=3)[N:19]([S:26]([C:29]3[CH:34]=[CH:33][CH:32]=[CH:31][CH:30]=3)(=[O:28])=[O:27])[CH:18]=2)=[N:4][C:5]([NH:8][C:9]23[CH2:15][C:13]([NH2:16])([CH2:14]2)[CH2:12][CH2:11][CH2:10]3)=[N:6][CH:7]=1.[C:35]([O:39][C:40]([NH:42][C:43]1[CH:51]=[CH:50][C:46]([C:47](O)=[O:48])=[CH:45][CH:44]=1)=[O:41])([CH3:38])([CH3:37])[CH3:36].CN(C(ON1N=NC2C=CC=CC1=2)=[N+](C)C)C.F[P-](F)(F)(F)(F)F.CCN(C(C)C)C(C)C, predict the reaction product. The product is: [Cl:1][C:2]1[C:3]([C:17]2[C:25]3[C:20](=[CH:21][CH:22]=[CH:23][CH:24]=3)[N:19]([S:26]([C:29]3[CH:30]=[CH:31][CH:32]=[CH:33][CH:34]=3)(=[O:28])=[O:27])[CH:18]=2)=[N:4][C:5]([NH:8][C:9]23[CH2:15][C:13]([NH:16][C:47]([C:46]4[CH:45]=[CH:44][C:43]([NH:42][C:40](=[O:41])[O:39][C:35]([CH3:37])([CH3:36])[CH3:38])=[CH:51][CH:50]=4)=[O:48])([CH2:14]2)[CH2:12][CH2:11][CH2:10]3)=[N:6][CH:7]=1. (4) Given the reactants FC(F)(F)[C:3]([OH:5])=[O:4].C(O[C:13](=[O:63])[NH:14][CH2:15][CH2:16][C:17]([NH:19][CH2:20][CH2:21][CH2:22][N:23]([C@H:36]1[CH2:60][CH2:59][C@@:58]2([CH3:61])[C:38](=[CH:39][CH2:40][C@@H:41]3[C@@H:57]2[CH2:56][CH2:55][C@@:54]2([CH3:62])[C@H:42]3[CH2:43][CH2:44][C@@H:45]2[C@H:46]([CH3:53])[CH2:47][CH2:48][CH2:49][CH:50]([CH3:52])[CH3:51])[CH2:37]1)[S:24]([C:27]1[CH:32]=[CH:31][CH:30]=[CH:29][C:28]=1[N+:33]([O-:35])=[O:34])(=[O:26])=[O:25])=[O:18])(C)(C)C.[OH-].[Na+].[CH:66]([N:69](C(C)C)CC)(C)[CH3:67].C(O)(=O)[CH2:76][C:77]([CH2:82]C(O)=O)([C:79](O)=O)O, predict the reaction product. The product is: [C:77]([O:5][C:3](=[O:4])[NH:69][CH2:66][CH2:67][C:13]([NH:14][CH2:15][CH2:16][C:17]([NH:19][CH2:20][CH2:21][CH2:22][N:23]([C@H:36]1[CH2:60][CH2:59][C@@:58]2([CH3:61])[C:38](=[CH:39][CH2:40][C@@H:41]3[C@@H:57]2[CH2:56][CH2:55][C@@:54]2([CH3:62])[C@H:42]3[CH2:43][CH2:44][C@@H:45]2[C@H:46]([CH3:53])[CH2:47][CH2:48][CH2:49][CH:50]([CH3:52])[CH3:51])[CH2:37]1)[S:24]([C:27]1[CH:32]=[CH:31][CH:30]=[CH:29][C:28]=1[N+:33]([O-:35])=[O:34])(=[O:26])=[O:25])=[O:18])=[O:63])([CH3:76])([CH3:79])[CH3:82]. (5) Given the reactants [NH2:1][CH2:2][C:3]1[CH:4]=[N:5][CH:6]=[CH:7][CH:8]=1.[CH2:9]([S:11](Cl)(=[O:13])=[O:12])[CH3:10].C(OCC)C, predict the reaction product. The product is: [CH2:9]([S:11]([NH:1][CH2:2][C:3]1[CH:4]=[N:5][CH:6]=[CH:7][CH:8]=1)(=[O:13])=[O:12])[CH3:10]. (6) Given the reactants Cl[C:2]1[N:10]=[C:9]2[C:5]([N:6]=[C:7]([CH2:12][N:13]3[CH2:18][CH2:17][N:16]([S:19]([CH3:22])(=[O:21])=[O:20])[CH2:15][CH2:14]3)[N:8]2[CH3:11])=[C:4]([N:23]2[CH2:28][CH2:27][O:26][CH2:25][CH2:24]2)[N:3]=1.[N:29]1[CH:34]=[CH:33][CH:32]=[C:31](B(O)O)[CH:30]=1, predict the reaction product. The product is: [CH3:11][N:8]1[C:7]([CH2:12][N:13]2[CH2:14][CH2:15][N:16]([S:19]([CH3:22])(=[O:21])=[O:20])[CH2:17][CH2:18]2)=[N:6][C:5]2[C:9]1=[N:10][C:2]([C:31]1[CH:30]=[N:29][CH:34]=[CH:33][CH:32]=1)=[N:3][C:4]=2[N:23]1[CH2:24][CH2:25][O:26][CH2:27][CH2:28]1.